This data is from Reaction yield outcomes from USPTO patents with 853,638 reactions. The task is: Predict the reaction yield, written as a fraction of the theoretical maximum amount of product (1.0 means a 100% yield; for example, 0.34 means a 34% yield). (1) The reactants are [CH2:1]([N:8]1[CH2:13][CH2:12][N:11]([C:14](=O)[CH2:15][CH2:16][C:17]2([C:23]3[CH:28]=[CH:27][C:26]([F:29])=[CH:25][CH:24]=3)[CH2:22][CH2:21][CH2:20][CH2:19][CH2:18]2)[CH2:10][CH2:9]1)[C:2]1[CH:7]=[CH:6][CH:5]=[CH:4][CH:3]=1.[H-].[Al+3].[Li+].[H-].[H-].[H-].O.[OH-].[Na+]. The catalyst is O1CCCC1. The product is [CH2:1]([N:8]1[CH2:9][CH2:10][N:11]([CH2:14][CH2:15][CH2:16][C:17]2([C:23]3[CH:28]=[CH:27][C:26]([F:29])=[CH:25][CH:24]=3)[CH2:22][CH2:21][CH2:20][CH2:19][CH2:18]2)[CH2:12][CH2:13]1)[C:2]1[CH:3]=[CH:4][CH:5]=[CH:6][CH:7]=1. The yield is 0.790. (2) The reactants are [CH3:1][C:2]1([CH3:39])[C:11]2[CH:10]=[C:9]([C:12](=[O:31])[CH:13]=[CH:14][C:15]3[CH:29]=[CH:28][C:18]([C:19]([O:21][CH2:22][CH2:23][Si:24]([CH3:27])([CH3:26])[CH3:25])=[O:20])=[CH:17][C:16]=3[F:30])[CH:8]=[CH:7][C:6]=2[C:5]([C:32]2[CH:37]=[CH:36][C:35]([CH3:38])=[CH:34][CH:33]=2)=[CH:4]C1.CC1(C)C2C(=CC=C(C(=O)C)C=2)C(C2C=CC(C)=CC=2)=C1. No catalyst specified. The product is [CH3:1][C:2]1([CH3:39])[C:11]2[C:6](=[CH:7][CH:8]=[C:9]([C:12](=[O:31])[CH:13]=[CH:14][C:15]3[CH:29]=[CH:28][C:18]([C:19]([O:21][CH2:22][CH2:23][Si:24]([CH3:27])([CH3:26])[CH3:25])=[O:20])=[CH:17][C:16]=3[F:30])[CH:10]=2)[C:5]([C:32]2[CH:33]=[CH:34][C:35]([CH3:38])=[CH:36][CH:37]=2)=[CH:4]1. The yield is 0.380. (3) The reactants are C([O:3][C:4]([C@@:6]1([NH:11][C:12]([O:14][C:15]([CH3:18])([CH3:17])[CH3:16])=[O:13])[CH2:8][C@H:7]1[CH:9]=[CH2:10])=[O:5])C.[Li+].[OH-]. The catalyst is C1COCC1.CO.O. The product is [C:15]([O:14][C:12]([NH:11][C@:6]1([C:4]([OH:5])=[O:3])[CH2:8][C@H:7]1[CH:9]=[CH2:10])=[O:13])([CH3:18])([CH3:16])[CH3:17]. The yield is 0.870.